From a dataset of Full USPTO retrosynthesis dataset with 1.9M reactions from patents (1976-2016). Predict the reactants needed to synthesize the given product. (1) Given the product [O:20]1[CH2:21][CH2:22][N:17]([C:14]2[C:15]3[S:16][C:8]([C:6]4[CH:5]=[CH:4][N:3]=[C:2]([NH:38][CH2:37][CH2:36][N:33]5[CH2:34][CH2:35][O:30][CH2:31][CH2:32]5)[CH:7]=4)=[CH:9][C:10]=3[N:11]=[C:12]([C:23]3[CH:24]=[N:25][C:26]([NH2:29])=[N:27][CH:28]=3)[N:13]=2)[CH2:18][CH2:19]1, predict the reactants needed to synthesize it. The reactants are: F[C:2]1[CH:7]=[C:6]([C:8]2[S:16][C:15]3[C:14]([N:17]4[CH2:22][CH2:21][O:20][CH2:19][CH2:18]4)=[N:13][C:12]([C:23]4[CH:24]=[N:25][C:26]([NH2:29])=[N:27][CH:28]=4)=[N:11][C:10]=3[CH:9]=2)[CH:5]=[CH:4][N:3]=1.[O:30]1[CH2:35][CH2:34][N:33]([CH2:36][CH2:37][NH2:38])[CH2:32][CH2:31]1. (2) Given the product [C:1]([NH:9][C@H:10]([CH2:14][OH:15])[C:11]([OH:13])=[O:12])(=[O:5])[CH3:2], predict the reactants needed to synthesize it. The reactants are: [CH2:1]([O:5]C(Cl)=O)[CH:2](C)C.[NH2:9][C@H:10]([CH2:14][OH:15])[C:11]([OH:13])=[O:12].O.C(=O)([O-])[O-].[Na+].[Na+]. (3) Given the product [C:29]1([C:40]([NH:1][CH:2]([CH2:15][C:16]2[CH:21]=[CH:20][CH:19]=[C:18]([O:22][C:23]([F:27])([F:28])[CH:24]([F:25])[F:26])[CH:17]=2)[CH:3]([C:5]2[CH:14]=[CH:13][C:8]([C:9]([O:11][CH3:12])=[O:10])=[CH:7][CH:6]=2)[OH:4])=[O:41])[C:34]2[CH:35]=[CH:36][CH2:37][CH2:38][CH2:39][C:33]=2[CH:32]=[CH:31][CH:30]=1, predict the reactants needed to synthesize it. The reactants are: [NH2:1][CH:2]([CH2:15][C:16]1[CH:21]=[CH:20][CH:19]=[C:18]([O:22][C:23]([F:28])([F:27])[CH:24]([F:26])[F:25])[CH:17]=1)[CH:3]([C:5]1[CH:14]=[CH:13][C:8]([C:9]([O:11][CH3:12])=[O:10])=[CH:7][CH:6]=1)[OH:4].[C:29]1([C:40](O)=[O:41])[CH:30]=[CH:31][CH:32]=[C:33]2[CH2:39][CH2:38][CH2:37][CH:36]=[CH:35][C:34]=12.O.ON1C2C=CC=CC=2N=N1.Cl.C(N=C=NCCCN(C)C)C. (4) Given the product [N:12]1([CH2:11][CH2:10][CH2:9][O:8][C:5]2[CH:6]=[CH:7][C:2]([C:22]#[C:21][CH2:20][CH2:19][OH:23])=[CH:3][CH:4]=2)[CH2:18][CH2:17][CH2:16][CH2:15][CH2:14][CH2:13]1, predict the reactants needed to synthesize it. The reactants are: I[C:2]1[CH:7]=[CH:6][C:5]([O:8][CH2:9][CH2:10][CH2:11][N:12]2[CH2:18][CH2:17][CH2:16][CH2:15][CH2:14][CH2:13]2)=[CH:4][CH:3]=1.[CH2:19]([OH:23])[CH2:20][C:21]#[CH:22].CCN(CC)CC. (5) Given the product [CH3:1][N:2]1[C:15]([C:14]2[CH:17]=[CH:18][CH:19]=[CH:20][C:13]=2[OH:12])=[N:5][C:4]([C:6]2[CH:11]=[CH:10][CH:9]=[CH:8][N:7]=2)=[N:3]1, predict the reactants needed to synthesize it. The reactants are: [CH3:1][NH:2][NH:3][C:4]([C:6]1[CH:11]=[CH:10][CH:9]=[CH:8][N:7]=1)=[NH:5].[OH:12][C:13]1[CH:20]=[CH:19][CH:18]=[CH:17][C:14]=1[CH:15]=O. (6) Given the product [CH3:18][N:19]([CH3:24])[CH2:20][CH2:21][CH2:22][O:23][C:2]1[C:7]([O:8][CH2:9][CH2:10][OH:11])=[CH:6][CH:5]=[CH:4][N:3]=1, predict the reactants needed to synthesize it. The reactants are: Cl[C:2]1[C:7]([O:8][CH2:9][CH2:10][O:11]C2CCCCO2)=[CH:6][CH:5]=[CH:4][N:3]=1.[CH3:18][N:19]([CH3:24])[CH2:20][CH2:21][CH2:22][OH:23].CC(C)([O-])C.[K+].C(O)(C)(C)C. (7) Given the product [CH3:19][C:14]1([CH3:20])[CH2:13][CH2:12][CH2:11][C:10]2[N:9]=[C:8]([C:3]3[CH:4]=[CH:5][CH:6]=[CH:7][C:2]=3[O:1][CH3:32])[N:17]([CH2:23][CH2:24][C:25]3[CH:30]=[CH:29][CH:28]=[CH:27][CH:26]=3)[C:16](=[O:18])[C:15]1=2, predict the reactants needed to synthesize it. The reactants are: [OH:1][C:2]1[CH:7]=[CH:6][CH:5]=[CH:4][C:3]=1[C:8]1[NH:9][C:10]2[CH2:11][CH2:12][CH2:13][C:14]([CH3:20])([CH3:19])[C:15]=2[C:16](=[O:18])[N:17]=1.[H-].[Li+].[CH2:23](Br)[CH2:24][C:25]1[CH:30]=[CH:29][CH:28]=[CH:27][CH:26]=1.[CH3:32]N(C=O)C.